This data is from Forward reaction prediction with 1.9M reactions from USPTO patents (1976-2016). The task is: Predict the product of the given reaction. (1) Given the reactants [C:1]([O:4][C:5]1[C:6]([CH3:18])=[C:7]([CH3:17])[C:8]2[O:12][C:11]([C:13](=[O:15])[CH3:14])=[CH:10][C:9]=2[CH:16]=1)(=[O:3])[CH3:2].[Br:19]Br, predict the reaction product. The product is: [Br:19][CH2:14][C:13]([C:11]1[O:12][C:8]2[C:7]([CH3:17])=[C:6]([CH3:18])[C:5]([O:4][C:1](=[O:3])[CH3:2])=[CH:16][C:9]=2[CH:10]=1)=[O:15]. (2) Given the reactants [O:1]=[C:2]1[N:7]([CH2:8][C:9]2[CH:10]=[C:11]([CH:15]=[CH:16][CH:17]=2)[C:12](Cl)=[O:13])[N:6]=[C:5]([C:18]2[O:22][N:21]=[C:20]([C:23]3[CH:28]=[CH:27][C:26]([C:29]([CH3:35])([CH3:34])[C:30]([F:33])([F:32])[F:31])=[CH:25][CH:24]=3)[N:19]=2)[CH:4]=[CH:3]1.[NH2:36][CH2:37][CH2:38][CH2:39][OH:40], predict the reaction product. The product is: [OH:40][CH2:39][CH2:38][CH2:37][NH:36][C:12](=[O:13])[C:11]1[CH:15]=[CH:16][CH:17]=[C:9]([CH2:8][N:7]2[C:2](=[O:1])[CH:3]=[CH:4][C:5]([C:18]3[O:22][N:21]=[C:20]([C:23]4[CH:24]=[CH:25][C:26]([C:29]([CH3:35])([CH3:34])[C:30]([F:32])([F:33])[F:31])=[CH:27][CH:28]=4)[N:19]=3)=[N:6]2)[CH:10]=1. (3) Given the reactants [CH3:1][C:2]1[N:7]=[C:6]([C:8](=[N:10][OH:11])[NH2:9])[CH:5]=[C:4]([C:12]2[CH:17]=[CH:16][CH:15]=[C:14]([CH3:18])[CH:13]=2)[N:3]=1.[C:19](N1C=CN=C1)(N1C=CN=C1)=[O:20].N12CCCN=C1CCCCC2.Cl, predict the reaction product. The product is: [CH3:1][C:2]1[N:7]=[C:6]([C:8]2[NH:10][O:11][C:19](=[O:20])[N:9]=2)[CH:5]=[C:4]([C:12]2[CH:17]=[CH:16][CH:15]=[C:14]([CH3:18])[CH:13]=2)[N:3]=1. (4) Given the reactants [CH3:1][C@@:2]1([C:7]([OH:9])=[O:8])[CH2:6][CH2:5][CH2:4][NH:3]1.[C:10](Cl)(=[O:12])[CH3:11].C(N(CC)C(C)C)(C)C, predict the reaction product. The product is: [C:10]([N:3]1[CH2:4][CH2:5][CH2:6][C@@:2]1([CH3:1])[C:7]([OH:9])=[O:8])(=[O:12])[CH3:11]. (5) Given the reactants C[O:2][C:3]([C:5]1[CH:9]=[C:8]([C:10]2[CH:15]=[C:14]([O:16][CH3:17])[CH:13]=[CH:12][C:11]=2[O:18][CH3:19])[N:7]([CH2:20][CH:21]2[CH2:26][CH2:25][CH2:24][CH2:23][CH2:22]2)[C:6]=1[CH3:27])=[O:4].[OH-].[Na+].Cl, predict the reaction product. The product is: [CH:21]1([CH2:20][N:7]2[C:8]([C:10]3[CH:15]=[C:14]([O:16][CH3:17])[CH:13]=[CH:12][C:11]=3[O:18][CH3:19])=[CH:9][C:5]([C:3]([OH:4])=[O:2])=[C:6]2[CH3:27])[CH2:22][CH2:23][CH2:24][CH2:25][CH2:26]1. (6) The product is: [CH3:30][C:27]1[CH:28]=[CH:29][C:24]([C:23]2[N:22]=[C:5]([CH2:4][CH2:3][C:2](=[O:1])[CH3:8])[O:7][N:34]=2)=[CH:25][C:26]=1[N+:31]([O-:33])=[O:32]. Given the reactants [O:1]=[C:2]([CH3:8])[CH2:3][CH2:4][C:5]([OH:7])=O.C1N=CN(C(N2C=NC=C2)=O)C=1.O/[N:22]=[C:23](\[NH2:34])/[C:24]1[CH:29]=[CH:28][C:27]([CH3:30])=[C:26]([N+:31]([O-:33])=[O:32])[CH:25]=1.O, predict the reaction product. (7) Given the reactants Cl[CH2:2][C:3](=O)[CH3:4].[C:6]([C@@H:9]1[CH2:13][CH2:12][CH2:11][N:10]1[C:14]([O:16][CH2:17][C:18]1[CH:23]=[CH:22][CH:21]=[CH:20][CH:19]=1)=[O:15])(=[S:8])[NH2:7], predict the reaction product. The product is: [CH3:4][C:3]1[N:7]=[C:6]([C@@H:9]2[CH2:13][CH2:12][CH2:11][N:10]2[C:14]([O:16][CH2:17][C:18]2[CH:23]=[CH:22][CH:21]=[CH:20][CH:19]=2)=[O:15])[S:8][CH:2]=1.